Dataset: Full USPTO retrosynthesis dataset with 1.9M reactions from patents (1976-2016). Task: Predict the reactants needed to synthesize the given product. (1) Given the product [CH2:1]([O:8][C:9]([N:11]1[CH2:15][CH2:14][C@@H:13]([NH:16][C:17]([O:19][CH2:20][C:21]2[CH:26]=[CH:25][CH:24]=[CH:23][CH:22]=2)=[O:18])[C@H:12]1[CH2:27][O:28][S:41]([C:38]1[CH:39]=[CH:40][C:35]([CH3:45])=[CH:36][CH:37]=1)(=[O:43])=[O:42])=[O:10])[C:2]1[CH:3]=[CH:4][CH:5]=[CH:6][CH:7]=1, predict the reactants needed to synthesize it. The reactants are: [CH2:1]([O:8][C:9]([N:11]1[CH2:15][CH2:14][C@@H:13]([NH:16][C:17]([O:19][CH2:20][C:21]2[CH:26]=[CH:25][CH:24]=[CH:23][CH:22]=2)=[O:18])[C@H:12]1[CH2:27][OH:28])=[O:10])[C:2]1[CH:7]=[CH:6][CH:5]=[CH:4][CH:3]=1.N1C=CC=CC=1.[C:35]1([CH3:45])[CH:40]=[CH:39][C:38]([S:41](Cl)(=[O:43])=[O:42])=[CH:37][CH:36]=1. (2) Given the product [F:19][C:18]1[C:6]2[N:7]([CH3:17])[C:8](=[O:16])[C:9]3[C:14]([C:5]=2[CH:4]=[CH:3][C:2]=1[O:20][CH2:21][C:22]([NH:28][C:29](=[O:35])[O:30][C:31]([CH3:32])([CH3:34])[CH3:33])([CH3:27])[CH2:23][CH:24]([CH3:25])[CH3:26])=[CH:13][CH:12]=[N:11][C:10]=3[CH3:15], predict the reactants needed to synthesize it. The reactants are: Br[C:2]1[CH:3]=[CH:4][C:5]2[C:14]3[C:9](=[C:10]([CH3:15])[N:11]=[CH:12][CH:13]=3)[C:8](=[O:16])[N:7]([CH3:17])[C:6]=2[C:18]=1[F:19].[OH:20][CH2:21][C:22]([NH:28][C:29](=[O:35])[O:30][C:31]([CH3:34])([CH3:33])[CH3:32])([CH3:27])[CH2:23][CH:24]([CH3:26])[CH3:25].C(=O)([O-])[O-].[Cs+].[Cs+].C(P(C(C)(C)C)C1C=CC=CC=1C1C(C(C)C)=CC(C(C)C)=CC=1C(C)C)(C)(C)C. (3) Given the product [CH3:9][C:10]1[CH:11]=[CH:12][C:13]([CH2:14][O:15][C:16]([N:18]2[CH2:23][CH2:22][CH:21]([CH2:24][NH:25][C:2]3[C:7]([Cl:8])=[N:6][CH:5]=[CH:4][N:3]=3)[CH2:20][CH2:19]2)=[O:17])=[CH:26][CH:27]=1, predict the reactants needed to synthesize it. The reactants are: Cl[C:2]1[C:7]([Cl:8])=[N:6][CH:5]=[CH:4][N:3]=1.[CH3:9][C:10]1[CH:27]=[CH:26][C:13]([CH2:14][O:15][C:16]([N:18]2[CH2:23][CH2:22][CH:21]([CH2:24][NH2:25])[CH2:20][CH2:19]2)=[O:17])=[CH:12][CH:11]=1. (4) Given the product [CH2:22]([O:29][CH2:30][CH:31]([OH:32])[CH2:33][N:1]1[CH2:2][CH2:3][C:4]2([O:11][C:10]3[C:12]4[C:17]([C:18](=[O:21])[C:19](=[O:20])[C:9]=3[S:8][CH2:7]2)=[CH:16][CH:15]=[CH:14][CH:13]=4)[CH2:5][CH2:6]1)[C:23]1[CH:28]=[CH:27][CH:26]=[CH:25][CH:24]=1, predict the reactants needed to synthesize it. The reactants are: [NH:1]1[CH2:6][CH2:5][C:4]2([O:11][C:10]3[C:12]4[C:17]([C:18](=[O:21])[C:19](=[O:20])[C:9]=3[S:8][CH2:7]2)=[CH:16][CH:15]=[CH:14][CH:13]=4)[CH2:3][CH2:2]1.[CH2:22]([O:29][CH2:30][CH:31]1[CH2:33][O:32]1)[C:23]1[CH:28]=[CH:27][CH:26]=[CH:25][CH:24]=1. (5) The reactants are: [NH:1]1[CH2:5][CH2:4][CH2:3][CH2:2]1.C(=O)([O-])[O-].[K+].[K+].[Br:12][C:13]1[CH:14]=[CH:15][C:16](F)=[C:17]([C:19](=[O:21])[CH3:20])[CH:18]=1.O. Given the product [Br:12][C:13]1[CH:14]=[CH:15][C:16]([N:1]2[CH2:5][CH2:4][CH2:3][CH2:2]2)=[C:17]([C:19](=[O:21])[CH3:20])[CH:18]=1, predict the reactants needed to synthesize it.